From a dataset of Reaction yield outcomes from USPTO patents with 853,638 reactions. Predict the reaction yield, written as a fraction of the theoretical maximum amount of product (1.0 means a 100% yield; for example, 0.34 means a 34% yield). The reactants are C([O:8][C:9]1[CH:10]=[C:11]([C:15]2(O)[CH2:19][CH2:18][CH2:17][CH2:16]2)[CH:12]=[CH:13][CH:14]=1)C1C=CC=CC=1.C12C3C1C23. The catalyst is CCOC(C)=O.Cl.[Pd]. The product is [CH:15]1([C:11]2[CH:10]=[C:9]([OH:8])[CH:14]=[CH:13][CH:12]=2)[CH2:16][CH2:17][CH2:18][CH2:19]1. The yield is 0.770.